Dataset: Reaction yield outcomes from USPTO patents with 853,638 reactions. Task: Predict the reaction yield, written as a fraction of the theoretical maximum amount of product (1.0 means a 100% yield; for example, 0.34 means a 34% yield). (1) The reactants are [NH2:1][C@@H:2]([C:6]([OH:8])=[O:7])[CH:3]([CH3:5])[CH3:4].[OH-].[Na+].Cl[C:12]([O:14][CH2:15][C:16]1[CH:21]=[CH:20][CH:19]=[CH:18][CH:17]=1)=[O:13]. No catalyst specified. The product is [CH2:15]([O:14][C:12]([NH:1][C@@H:2]([C:6]([OH:8])=[O:7])[CH:3]([CH3:5])[CH3:4])=[O:13])[C:16]1[CH:21]=[CH:20][CH:19]=[CH:18][CH:17]=1. The yield is 0.333. (2) The reactants are [CH3:1][O:2][C:3]1[C:11]([CH3:12])=[C:10]2[C:6]([C:7](=[O:13])[O:8][CH2:9]2)=[C:5]([O:14][CH2:15][CH2:16][Si:17]([CH3:20])([CH3:19])[CH3:18])[C:4]=1[CH2:21][CH:22]=[C:23]([CH3:29])[CH2:24][P:25](=[O:28])([OH:27])[OH:26].[C:30]1(O)[CH:35]=[CH:34][CH:33]=[CH:32][CH:31]=1.[CH:37]1(N=C=N[CH:37]2[CH2:42][CH2:41][CH2:40][CH2:39][CH2:38]2)[CH2:42][CH2:41][CH2:40][CH2:39][CH2:38]1. The catalyst is CN(C=O)C.CN(C1C=CN=CC=1)C. The product is [C:30]1([O:28][P:25]([CH2:24][C:23]([CH3:29])=[CH:22][CH2:21][C:4]2[C:5]([O:14][CH2:15][CH2:16][Si:17]([CH3:19])([CH3:20])[CH3:18])=[C:6]3[C:10](=[C:11]([CH3:12])[C:3]=2[O:2][CH3:1])[CH2:9][O:8][C:7]3=[O:13])(=[O:26])[O:27][C:37]2[CH:42]=[CH:41][CH:40]=[CH:39][CH:38]=2)[CH:35]=[CH:34][CH:33]=[CH:32][CH:31]=1. The yield is 0.210.